This data is from Forward reaction prediction with 1.9M reactions from USPTO patents (1976-2016). The task is: Predict the product of the given reaction. Given the reactants [CH3:1][C:2]1[C:15]2[NH:14][C:13]3[C:8](=[CH:9][CH:10]=[CH:11][CH:12]=3)[S:7][C:6]=2[CH:5]=[CH:4][C:3]=1[CH3:16].[H-].[Na+].[Cl:19][CH2:20][CH2:21][CH2:22]I.O, predict the reaction product. The product is: [CH3:1][C:2]1[C:15]2[N:14]([CH2:22][CH2:21][CH2:20][Cl:19])[C:13]3[C:8](=[CH:9][CH:10]=[CH:11][CH:12]=3)[S:7][C:6]=2[CH:5]=[CH:4][C:3]=1[CH3:16].